From a dataset of Catalyst prediction with 721,799 reactions and 888 catalyst types from USPTO. Predict which catalyst facilitates the given reaction. (1) Reactant: C(O[C:6](=[O:18])[C:7]1[CH:12]=[CH:11][C:10]([CH2:13][CH3:14])=[C:9]([N+:15]([O-:17])=[O:16])[CH:8]=1)(C)(C)C.C=O.[CH3:21][C:22]([CH3:25])([O-:24])[CH3:23].[K+].CCCCCC.C[CH2:34][O:35]C(C)=O. Product: [C:22]([O:24][C:6]([C:7]1[CH:12]=[CH:11][C:10]([CH:13]([CH3:14])[CH2:34][OH:35])=[C:9]([N+:15]([O-:17])=[O:16])[CH:8]=1)=[O:18])([CH3:25])([CH3:23])[CH3:21]. The catalyst class is: 549. (2) Reactant: [F:1][C:2]([F:19])([F:18])[C:3]([C:5]1[CH:10]=[CH:9][CH:8]=[C:7]([CH:11]2[CH2:16][CH2:15][NH:14][CH2:13][CH2:12]2)[C:6]=1[F:17])=[O:4].C(=O)([O-])[O-].[K+].[K+].I[CH2:27][CH2:28][CH3:29]. Product: [F:19][C:2]([F:1])([F:18])[C:3]([C:5]1[CH:10]=[CH:9][CH:8]=[C:7]([CH:11]2[CH2:16][CH2:15][N:14]([CH2:27][CH2:28][CH3:29])[CH2:13][CH2:12]2)[C:6]=1[F:17])=[O:4]. The catalyst class is: 10. (3) Reactant: [O:1]1[CH2:5][CH2:4][O:3][CH:2]1[C:6]1[CH:14]=[CH:13][C:9]([C:10](O)=O)=[C:8]([F:15])[CH:7]=1.C(N1C=CN=C1)(N1C=CN=C1)=O.Cl.Cl.[NH2:30][C:31]1[C:39]([NH2:40])=[CH:38][CH:37]=[CH:36][C:32]=1[C:33]([NH2:35])=[O:34]. Product: [O:1]1[CH2:5][CH2:4][O:3][CH:2]1[C:6]1[CH:14]=[CH:13][C:9]([C:10]2[NH:40][C:39]3[CH:38]=[CH:37][CH:36]=[C:32]([C:33]([NH2:35])=[O:34])[C:31]=3[N:30]=2)=[C:8]([F:15])[CH:7]=1. The catalyst class is: 672. (4) Reactant: [CH2:1]([O:8][C:9]1[C:10]([C:20](O)=[O:21])=[CH:11][N:12]2[CH2:17][CH2:16][N:15]([CH3:18])[C:14](=[O:19])[C:13]=12)[C:2]1[CH:7]=[CH:6][CH:5]=[CH:4][CH:3]=1.[Cl:23][C:24]1[CH:25]=[C:26]([CH:29]=[CH:30][C:31]=1[F:32])[CH2:27][NH2:28].F[P-](F)(F)(F)(F)F.N1(O[P+](N(C)C)(N(C)C)N(C)C)C2C=CC=CC=2N=N1.C(N(C(C)C)CC)(C)C. Product: [CH2:1]([O:8][C:9]1[C:10]([C:20]([NH:28][CH2:27][C:26]2[CH:29]=[CH:30][C:31]([F:32])=[C:24]([Cl:23])[CH:25]=2)=[O:21])=[CH:11][N:12]2[CH2:17][CH2:16][N:15]([CH3:18])[C:14](=[O:19])[C:13]=12)[C:2]1[CH:3]=[CH:4][CH:5]=[CH:6][CH:7]=1. The catalyst class is: 4. (5) Reactant: Br[C:2]1[CH:8]=[CH:7][C:5]([NH2:6])=[C:4]([N+:9]([O-:11])=[O:10])[CH:3]=1.[C:12]1(B(O)O)[CH:17]=[CH:16][CH:15]=[CH:14][CH:13]=1.C(=O)([O-])[O-].[Cs+].[Cs+]. Product: [N+:9]([C:4]1[CH:3]=[CH:2][C:8]([C:12]2[CH:17]=[CH:16][CH:15]=[CH:14][CH:13]=2)=[CH:7][C:5]=1[NH2:6])([O-:11])=[O:10]. The catalyst class is: 57. (6) Reactant: N1C=CC=CC=1.C1(S(Cl)(=O)=O)C=CC=CC=1.[C:17]([Si:21]([CH3:41])([CH3:40])[O:22][CH2:23][CH2:24][CH2:25][CH2:26][CH2:27][CH:28]([OH:39])[CH:29]([CH2:33][CH2:34][CH2:35][CH2:36][CH2:37][CH3:38])[C:30](O)=[O:31])([CH3:20])([CH3:19])[CH3:18]. Product: [C:17]([Si:21]([CH3:41])([CH3:40])[O:22][CH2:23][CH2:24][CH2:25][CH2:26][CH2:27][CH:28]1[O:39][C:30](=[O:31])[CH:29]1[CH2:33][CH2:34][CH2:35][CH2:36][CH2:37][CH3:38])([CH3:20])([CH3:19])[CH3:18]. The catalyst class is: 4.